From a dataset of Full USPTO retrosynthesis dataset with 1.9M reactions from patents (1976-2016). Predict the reactants needed to synthesize the given product. (1) Given the product [CH3:14][C:15]1[CH:20]=[C:19]([CH3:21])[N:18]=[C:17]([NH:22][C:11]([C:8]2[C:6]3[N:7]=[C:2]([Cl:1])[N:3]=[CH:4][C:5]=3[S:10][CH:9]=2)=[O:13])[CH:16]=1, predict the reactants needed to synthesize it. The reactants are: [Cl:1][C:2]1[N:3]=[CH:4][C:5]2[S:10][CH:9]=[C:8]([C:11]([OH:13])=O)[C:6]=2[N:7]=1.[CH3:14][C:15]1[CH:20]=[C:19]([CH3:21])[N:18]=[C:17]([NH2:22])[CH:16]=1.CCN(C(C)C)C(C)C.ON1C2N=CC=CC=2N=N1.CN(C(ON1N=NC2C=CC=NC1=2)=[N+](C)C)C.F[P-](F)(F)(F)(F)F. (2) Given the product [F:24][C:2]([F:23])([F:1])[C:3]1[CH:4]=[C:5]([C:13]2[N:17]=[CH:16][N:15](/[CH:18]=[CH:19]\[C:20]([NH:27][NH:26][C:28]3[CH:33]=[CH:32][N:31]=[CH:30][CH:29]=3)=[O:22])[N:14]=2)[CH:6]=[C:7]([C:9]([F:10])([F:12])[F:11])[CH:8]=1, predict the reactants needed to synthesize it. The reactants are: [F:1][C:2]([F:24])([F:23])[C:3]1[CH:4]=[C:5]([C:13]2[N:17]=[CH:16][N:15](/[CH:18]=[CH:19]\[C:20]([OH:22])=O)[N:14]=2)[CH:6]=[C:7]([C:9]([F:12])([F:11])[F:10])[CH:8]=1.Cl.[NH:26]([C:28]1[CH:33]=[CH:32][N:31]=[CH:30][CH:29]=1)[NH2:27].C(P1(=O)OP(CCC)(=O)OP(CCC)(=O)O1)CC.CCN(C(C)C)C(C)C. (3) Given the product [CH3:1][O:2][C:3]1[C:8]2[C:9]([C:12]3[CH:13]=[CH:14][C:15]([N:18]4[CH2:23][CH2:22][O:21][CH2:20][CH2:19]4)=[CH:16][CH:17]=3)=[N:10][N:11]([CH:30]3[CH2:29][CH2:28][CH2:27][CH2:26][CH:31]3[OH:32])[C:7]=2[CH:6]=[CH:5][N:4]=1, predict the reactants needed to synthesize it. The reactants are: [CH3:1][O:2][C:3]1[C:8]2[C:9]([C:12]3[CH:17]=[CH:16][C:15]([N:18]4[CH2:23][CH2:22][O:21][CH2:20][CH2:19]4)=[CH:14][CH:13]=3)=[N:10][NH:11][C:7]=2[CH:6]=[CH:5][N:4]=1.[H-].[Na+].[CH:26]12[O:32][CH:31]1[CH2:30][CH2:29][CH2:28][CH2:27]2.